Predict the product of the given reaction. From a dataset of Forward reaction prediction with 1.9M reactions from USPTO patents (1976-2016). (1) Given the reactants C([O:8]C([C:11]1[C:19]2[C:14](=[CH:15][CH:16]=[C:17](C(CO)CCO)[CH:18]=2)[NH:13][C:12]=1C)=O)C1C=CC=CC=1.C(N(CC)CC)C.[CH3:34][S:35](Cl)(=[O:37])=[O:36].CCCCCC.C(OCC)(=[O:47])C, predict the reaction product. The product is: [S:35]([OH:37])(=[O:47])(=[O:36])[CH3:34].[S:35]([OH:37])(=[O:8])(=[O:36])[CH3:34].[NH:13]1[C:14]2[C:19](=[CH:18][CH:17]=[CH:16][CH:15]=2)[CH:11]=[CH:12]1. (2) Given the reactants C(N1C(C)=C(I)N=C1CCC)C.[CH3:13][C:14]1[N:18]2[CH2:19][CH2:20][CH2:21][CH2:22][C:17]2=[N:16][C:15]=1[C:23]#[C:24][Si](C)(C)C, predict the reaction product. The product is: [C:23]([C:15]1[N:16]=[C:17]2[CH2:22][CH2:21][CH2:20][CH2:19][N:18]2[C:14]=1[CH3:13])#[CH:24]. (3) The product is: [C:3]([O:6][CH2:7][CH2:8][C:9]1[N:10]=[C:11]([NH:14][C:15](=[O:17])[CH3:16])[S:12][C:13]=1[Br:1])(=[O:5])[CH3:4]. Given the reactants [Br:1]Br.[C:3]([O:6][CH2:7][CH2:8][C:9]1[N:10]=[C:11]([NH:14][C:15](=[O:17])[CH3:16])[S:12][CH:13]=1)(=[O:5])[CH3:4], predict the reaction product. (4) Given the reactants [CH2:1]([O:3][C:4](=[O:9])[C:5](Br)([CH3:7])[CH3:6])[CH3:2].[C:10]([C:12]1([C:18]2[N:23]=[CH:22][C:21]([NH:24][C:25]([C:27]3[CH:28]=[N:29][N:30]([C:33]4[CH:38]=[CH:37][C:36]([C:39]([F:42])([F:41])[F:40])=[CH:35][N:34]=4)[C:31]=3[CH3:32])=[O:26])=[CH:20][CH:19]=2)[CH2:17][CH2:16][NH:15][CH2:14][CH2:13]1)#[N:11].C(=O)([O-])[O-].[K+].[K+].O, predict the reaction product. The product is: [CH2:1]([O:3][C:4](=[O:9])[C:5]([N:15]1[CH2:14][CH2:13][C:12]([C:10]#[N:11])([C:18]2[CH:19]=[CH:20][C:21]([NH:24][C:25]([C:27]3[CH:28]=[N:29][N:30]([C:33]4[CH:38]=[CH:37][C:36]([C:39]([F:42])([F:41])[F:40])=[CH:35][N:34]=4)[C:31]=3[CH3:32])=[O:26])=[CH:22][N:23]=2)[CH2:17][CH2:16]1)([CH3:7])[CH3:6])[CH3:2].